This data is from Full USPTO retrosynthesis dataset with 1.9M reactions from patents (1976-2016). The task is: Predict the reactants needed to synthesize the given product. Given the product [C:13]1([C:2]2[CH:3]=[C:4]([C:5]([O:7][CH3:8])=[O:6])[CH:9]=[C:10]([C:2]3[CH:3]=[CH:4][CH:9]=[CH:10][CH:11]=3)[CH:11]=2)[CH:18]=[CH:17][CH:16]=[CH:15][CH:14]=1, predict the reactants needed to synthesize it. The reactants are: Br[C:2]1[CH:3]=[C:4]([CH:9]=[C:10](Br)[CH:11]=1)[C:5]([O:7][CH3:8])=[O:6].[C:13]1(B(O)O)[CH:18]=[CH:17][CH:16]=[CH:15][CH:14]=1.C(=O)([O-])[O-].[Na+].[Na+].